This data is from Reaction yield outcomes from USPTO patents with 853,638 reactions. The task is: Predict the reaction yield, written as a fraction of the theoretical maximum amount of product (1.0 means a 100% yield; for example, 0.34 means a 34% yield). (1) The reactants are Cl.[CH3:2][O:3][C:4]1[C:5](=[O:19])[C:6]([C:16]([OH:18])=O)=[N:7][N:8]([C:10]2[CH:11]=[N:12][CH:13]=[CH:14][CH:15]=2)[CH:9]=1.Cl.[CH3:21][NH:22][O:23][CH3:24].F[B-](F)(F)F.N1(OC(N(C)C)=[N+](C)C)C2C=CC=CC=2N=N1. The catalyst is CN(C=O)C.CCOC(C)=O. The product is [CH3:24][O:23][N:22]([CH3:21])[C:16]([C:6]1[C:5](=[O:19])[C:4]([O:3][CH3:2])=[CH:9][N:8]([C:10]2[CH:11]=[N:12][CH:13]=[CH:14][CH:15]=2)[N:7]=1)=[O:18]. The yield is 0.790. (2) The reactants are [Br:1][C:2]1[N:3]=[C:4]([C:9]#[C:10][Si](C)(C)C)[C:5]([NH2:8])=[N:6][CH:7]=1.[H-].[Na+].[C:17]1([CH3:27])[CH:22]=[CH:21][C:20]([S:23](Cl)(=[O:25])=[O:24])=[CH:19][CH:18]=1. The catalyst is CN(C=O)C. The product is [Br:1][C:2]1[N:3]=[C:4]2[CH:9]=[CH:10][N:8]([S:23]([C:20]3[CH:21]=[CH:22][C:17]([CH3:27])=[CH:18][CH:19]=3)(=[O:25])=[O:24])[C:5]2=[N:6][CH:7]=1. The yield is 0.520. (3) The reactants are C(NC(C)C)(C)C.[F:8][CH:9](P(=O)(C1C=CC=CC=1)C1C=CC=CC=1)[F:10].[F:25][CH:26]([F:46])[O:27][C:28]1[CH:33]=[CH:32][C:31]([C:34]#[C:35][C:36]2[CH:37]=[C:38]([CH2:42][CH2:43][CH:44]=O)[CH:39]=[CH:40][CH:41]=2)=[CH:30][CH:29]=1. The catalyst is C1COCC1.C(Cl)Cl. The product is [F:25][CH:26]([F:46])[O:27][C:28]1[CH:33]=[CH:32][C:31]([C:34]#[C:35][C:36]2[CH:37]=[C:38]([CH2:42][CH2:43][CH:44]=[C:9]([F:10])[F:8])[CH:39]=[CH:40][CH:41]=2)=[CH:30][CH:29]=1. The yield is 0.520. (4) The reactants are [F:1][C:2]1[CH:10]=[C:9]2[C:5]([CH2:6][CH2:7][NH:8]2)=[CH:4][CH:3]=1.C(N(CC)CC)C.[C:18](O[C:18]([O:20][C:21]([CH3:24])([CH3:23])[CH3:22])=[O:19])([O:20][C:21]([CH3:24])([CH3:23])[CH3:22])=[O:19]. The catalyst is C(Cl)Cl.CN(C1C=CN=CC=1)C. The product is [F:1][C:2]1[CH:10]=[C:9]2[C:5]([CH2:6][CH2:7][N:8]2[C:18]([O:20][C:21]([CH3:24])([CH3:23])[CH3:22])=[O:19])=[CH:4][CH:3]=1. The yield is 0.780. (5) The reactants are C[O:2][C:3]1[CH:4]=[C:5]2[C:9](=[CH:10][CH:11]=1)[NH:8][CH:7]=[C:6]2/[C:12](=[CH:15]/[C:16]1[CH:17]=[N:18][CH:19]=[CH:20][CH:21]=1)/[C:13]#[N:14].C(=O)=O.C(O)C.B(Br)(Br)Br. The catalyst is ClCCl. The product is [OH:2][C:3]1[CH:4]=[C:5]2[C:9](=[CH:10][CH:11]=1)[NH:8][CH:7]=[C:6]2/[C:12](=[CH:15]/[C:16]1[CH:17]=[N:18][CH:19]=[CH:20][CH:21]=1)/[C:13]#[N:14]. The yield is 0.910.